Dataset: Forward reaction prediction with 1.9M reactions from USPTO patents (1976-2016). Task: Predict the product of the given reaction. (1) Given the reactants [Cl:1][C:2]1[CH:7]=[CH:6][C:5]([CH2:8][C:9]2[C:18]3[C:13](=[CH:14][CH:15]=[CH:16][CH:17]=3)[C:12](=[O:19])[N:11]([CH2:20][C@H:21]3[CH2:25][CH2:24][CH2:23][N:22]3[CH2:26][CH2:27][CH2:28][CH2:29][C:30]3[CH:35]=[CH:34][C:33]([O:36][CH2:37][CH2:38][CH2:39][N:40]4[CH2:46][CH2:45][CH2:44][CH2:43][CH2:42][CH2:41]4)=[CH:32][CH:31]=3)[N:10]=2)=[CH:4][CH:3]=1.[ClH:47], predict the reaction product. The product is: [ClH:1].[ClH:47].[Cl:1][C:2]1[CH:3]=[CH:4][C:5]([CH2:8][C:9]2[C:18]3[C:13](=[CH:14][CH:15]=[CH:16][CH:17]=3)[C:12](=[O:19])[N:11]([CH2:20][C@H:21]3[CH2:25][CH2:24][CH2:23][N:22]3[CH2:26][CH2:27][CH2:28][CH2:29][C:30]3[CH:31]=[CH:32][C:33]([O:36][CH2:37][CH2:38][CH2:39][N:40]4[CH2:46][CH2:45][CH2:44][CH2:43][CH2:42][CH2:41]4)=[CH:34][CH:35]=3)[N:10]=2)=[CH:6][CH:7]=1. (2) Given the reactants O.O.[C:3]([OH:8])(=O)[C:4](O)=[O:5].C(O)(=O)C(O)=O.Cl.[C:16]1([NH2:23])[CH:21]=[CH:20][CH:19]=[CH:18][C:17]=1[NH2:22], predict the reaction product. The product is: [OH:5][C:4]1[C:3]([OH:8])=[N:23][C:16]2[C:17](=[CH:18][CH:19]=[CH:20][CH:21]=2)[N:22]=1.